This data is from Forward reaction prediction with 1.9M reactions from USPTO patents (1976-2016). The task is: Predict the product of the given reaction. (1) Given the reactants [CH:1]1([C:5]#[C:6][C:7]2[CH:8]=[C:9]3[C:13](=[CH:14][CH:15]=2)[N:12]([CH:16]2[CH2:21][CH2:20][CH2:19][CH2:18][O:17]2)[N:11]=[C:10]3[F:22])[CH2:4][CH2:3][CH2:2]1.Br[C:24]1[CH:29]=[CH:28][C:27]([O:30][CH3:31])=[CH:26][C:25]=1[Cl:32].I[C:34]1[CH:41]=[CH:40][C:37]([CH:38]=[O:39])=[CH:36][CH:35]=1, predict the reaction product. The product is: [Cl:32][C:25]1[CH:26]=[C:27]([O:30][CH3:31])[CH:28]=[CH:29][C:24]=1/[C:5](/[CH:1]1[CH2:2][CH2:3][CH2:4]1)=[C:6](\[C:34]1[CH:41]=[CH:40][C:37]([CH:38]=[O:39])=[CH:36][CH:35]=1)/[C:7]1[CH:8]=[C:9]2[C:13](=[CH:14][CH:15]=1)[N:12]([CH:16]1[CH2:21][CH2:20][CH2:19][CH2:18][O:17]1)[N:11]=[C:10]2[F:22]. (2) The product is: [F:26][C:5]1[CH:4]=[CH:3][CH:2]=[CH:7][C:6]=1[C:8]1[CH:17]=[C:16]([NH:18][C:19]2[CH:24]=[CH:23][N:22]=[CH:21][C:20]=2[NH2:25])[C:15]2[C:10](=[CH:11][CH:12]=[CH:13][CH:14]=2)[N:9]=1. Given the reactants Cl[C:2]1[CH:3]=[CH:4][C:5]([F:26])=[C:6]([C:8]2[CH:17]=[C:16]([NH:18][C:19]3[CH:24]=[CH:23][N:22]=[CH:21][C:20]=3[NH2:25])[C:15]3[C:10](=[CH:11][CH:12]=[CH:13][CH:14]=3)[N:9]=2)[CH:7]=1.C(N(CC)CC)C, predict the reaction product. (3) Given the reactants [Br:1][C:2]1[C:11]([CH:12]([CH2:17][N:18]2[CH2:23][CH2:22][CH:21]([NH:24][C:25]([O:27][C:28]([CH3:31])([CH3:30])[CH3:29])=[O:26])[CH2:20][CH2:19]2)[C:13](OC)=[O:14])=[C:10]2[C:5]([CH:6]=[CH:7][C:8]([O:32][CH3:33])=[N:9]2)=[CH:4][CH:3]=1.[H-].[Al+3].[Li+].[H-].[H-].[H-].O.[OH-].[Na+], predict the reaction product. The product is: [Br:1][C:2]1[C:11]([CH:12]([CH2:13][OH:14])[CH2:17][N:18]2[CH2:19][CH2:20][CH:21]([NH:24][C:25](=[O:26])[O:27][C:28]([CH3:29])([CH3:30])[CH3:31])[CH2:22][CH2:23]2)=[C:10]2[C:5]([CH:6]=[CH:7][C:8]([O:32][CH3:33])=[N:9]2)=[CH:4][CH:3]=1. (4) Given the reactants [F:1][C:2]1[C:3]2[CH:4]=[C:5]3[C:14]4[N:15]=[C:16]([C:19]5[C:20]([N:35]([CH3:40])[S:36]([CH3:39])(=[O:38])=[O:37])=[CH:21][C:22]6[O:26][C:25]([C:27]([OH:29])=O)=[C:24]([C:30](=[O:33])[NH:31][CH3:32])[C:23]=6[CH:34]=5)[CH:17]=[CH:18][C:13]=4[O:12][CH2:11][N:6]3[C:7]=2[CH:8]=[CH:9][CH:10]=1.C1C=CC2N(O)N=[N:47][C:45]=2C=1.CCN=C=NCCCN(C)C.Cl.CN.CCN(CC)CC, predict the reaction product. The product is: [F:1][C:2]1[C:3]2[CH:4]=[C:5]3[C:14]4[N:15]=[C:16]([C:19]5[C:20]([N:35]([CH3:40])[S:36]([CH3:39])(=[O:37])=[O:38])=[CH:21][C:22]6[O:26][C:25]([C:27]([NH:47][CH3:45])=[O:29])=[C:24]([C:30]([NH:31][CH3:32])=[O:33])[C:23]=6[CH:34]=5)[CH:17]=[CH:18][C:13]=4[O:12][CH2:11][N:6]3[C:7]=2[CH:8]=[CH:9][CH:10]=1.